From a dataset of NCI-60 drug combinations with 297,098 pairs across 59 cell lines. Regression. Given two drug SMILES strings and cell line genomic features, predict the synergy score measuring deviation from expected non-interaction effect. (1) Drug 1: CCCCCOC(=O)NC1=NC(=O)N(C=C1F)C2C(C(C(O2)C)O)O. Drug 2: CC1CCCC2(C(O2)CC(NC(=O)CC(C(C(=O)C(C1O)C)(C)C)O)C(=CC3=CSC(=N3)C)C)C. Cell line: SF-539. Synergy scores: CSS=63.1, Synergy_ZIP=8.95, Synergy_Bliss=10.7, Synergy_Loewe=-37.1, Synergy_HSA=5.24. (2) Drug 1: CC=C1C(=O)NC(C(=O)OC2CC(=O)NC(C(=O)NC(CSSCCC=C2)C(=O)N1)C(C)C)C(C)C. Drug 2: C1CC(=O)NC(=O)C1N2C(=O)C3=CC=CC=C3C2=O. Cell line: KM12. Synergy scores: CSS=57.5, Synergy_ZIP=-0.266, Synergy_Bliss=-2.68, Synergy_Loewe=-44.6, Synergy_HSA=-1.82. (3) Drug 1: CC1(CCCN1)C2=NC3=C(C=CC=C3N2)C(=O)N. Drug 2: CCC1(C2=C(COC1=O)C(=O)N3CC4=CC5=C(C=CC(=C5CN(C)C)O)N=C4C3=C2)O. Cell line: UACC62. Synergy scores: CSS=50.9, Synergy_ZIP=0.992, Synergy_Bliss=-1.21, Synergy_Loewe=-21.3, Synergy_HSA=-2.80. (4) Drug 1: CC12CCC3C(C1CCC2O)C(CC4=C3C=CC(=C4)O)CCCCCCCCCS(=O)CCCC(C(F)(F)F)(F)F. Drug 2: C1CC(=O)NC(=O)C1N2C(=O)C3=CC=CC=C3C2=O. Cell line: SR. Synergy scores: CSS=-0.729, Synergy_ZIP=-2.80, Synergy_Bliss=-7.57, Synergy_Loewe=-9.15, Synergy_HSA=-8.10. (5) Drug 1: CC1=C(C(CCC1)(C)C)C=CC(=CC=CC(=CC(=O)O)C)C. Drug 2: CCC1(CC2CC(C3=C(CCN(C2)C1)C4=CC=CC=C4N3)(C5=C(C=C6C(=C5)C78CCN9C7C(C=CC9)(C(C(C8N6C)(C(=O)OC)O)OC(=O)C)CC)OC)C(=O)OC)O.OS(=O)(=O)O. Cell line: OVCAR-5. Synergy scores: CSS=2.20, Synergy_ZIP=-1.65, Synergy_Bliss=-0.415, Synergy_Loewe=1.21, Synergy_HSA=1.26. (6) Drug 1: C1CCN(CC1)CCOC2=CC=C(C=C2)C(=O)C3=C(SC4=C3C=CC(=C4)O)C5=CC=C(C=C5)O. Drug 2: CC1C(C(CC(O1)OC2CC(CC3=C2C(=C4C(=C3O)C(=O)C5=CC=CC=C5C4=O)O)(C(=O)C)O)N)O. Cell line: NCI-H460. Synergy scores: CSS=39.1, Synergy_ZIP=0.314, Synergy_Bliss=-2.17, Synergy_Loewe=-11.0, Synergy_HSA=-2.55.